From a dataset of Experimentally validated miRNA-target interactions with 360,000+ pairs, plus equal number of negative samples. Binary Classification. Given a miRNA mature sequence and a target amino acid sequence, predict their likelihood of interaction. (1) The miRNA is mmu-miR-466k with sequence UGUGUGUGUACAUGUACAUGUGA. The protein sequence of the target gene is MECLYYFLGFLLLAARLPLDAAKRFHDVLGNERPSAYMREHNQLNGWSSDENDWNEKLYPVWKRGDMRWKNSWKGGRVQAVLTSDSPALVGSNITFAVNLIFPRCQKEDANGNIVYEKNCRNEAGLSADPYVYNWTAWSEDSDGENGTGQSHHNVFPDGKPFPHHPGWRRWNFIYVFHTLGQYFQKLGRCSVRVSVNTANVTLGPQLMEVTVYRRHGRAYVPIAQVKDVYVVTDQIPVFVTMFQKNDRNSSDETFLKDLPIMFDVLIHDPSHFLNYSTINYKWSFGDNTGLFVSTNHTVN.... Result: 0 (no interaction). (2) The miRNA is hsa-miR-302f with sequence UAAUUGCUUCCAUGUUU. The protein sequence of the target gene is MAEGSRGGPTCSGVGGRQDPVSGSGGCNFPEYELPELNTRAFHVGAFGELWRGRLRGAGDLSLREPPASALPGSQAADSDREDAAVARDLDCSLEAAAELRAVCGLDKLKCLEDGEDPEVIPENTDLVTLGVRKRFLEHREETITIDRACRQETFVYEMESHAIGKKPENSADMIEEGELILSVNILYPVIFHKHKEHKPYQTMLVLGSQKLTQLRDSIRCVSDLQIGGEFSNTPDQAPEHISKDLYKSAFFYFEGTFYNDKRYPECRDLSRTIIEWSESHDRGYGKFQTARMEDFTFND.... Result: 1 (interaction).